From a dataset of Peptide-MHC class I binding affinity with 185,985 pairs from IEDB/IMGT. Regression. Given a peptide amino acid sequence and an MHC pseudo amino acid sequence, predict their binding affinity value. This is MHC class I binding data. (1) The peptide sequence is FAVQTIVFI. The MHC is HLA-A02:01 with pseudo-sequence HLA-A02:01. The binding affinity (normalized) is 0.578. (2) The MHC is HLA-A24:02 with pseudo-sequence HLA-A24:02. The peptide sequence is NQDLNGNWY. The binding affinity (normalized) is 0. (3) The peptide sequence is AIFMTATPPG. The MHC is HLA-A30:01 with pseudo-sequence HLA-A30:01. The binding affinity (normalized) is 0.520. (4) The peptide sequence is ERNPYENIL. The MHC is HLA-B46:01 with pseudo-sequence HLA-B46:01. The binding affinity (normalized) is 0.0847. (5) The peptide sequence is GPISTLWEGN. The MHC is HLA-A32:01 with pseudo-sequence HLA-A32:01. The binding affinity (normalized) is 0.158.